Dataset: Reaction yield outcomes from USPTO patents with 853,638 reactions. Task: Predict the reaction yield, written as a fraction of the theoretical maximum amount of product (1.0 means a 100% yield; for example, 0.34 means a 34% yield). (1) The reactants are [NH2:1][C:2]1[CH2:7][CH2:6][CH2:5][C:4](=[O:8])[CH:3]=1.C(O[CH:12](OCC)[CH2:13][CH:14](OCC)OCC)C.CC1C=CC(S(O)(=O)=O)=CC=1.C(=O)(O)[O-].[Na+]. The catalyst is CN(C)C=O.O. The product is [N:1]1[C:2]2[CH2:7][CH2:6][CH2:5][C:4](=[O:8])[C:3]=2[CH:14]=[CH:13][CH:12]=1. The yield is 0.0700. (2) The reactants are [OH:1][C:2]1[CH:3]=[C:4]([C:8]2([C:25]3[CH:30]=[CH:29][N:28]=[C:27]([C:31]([F:34])([F:33])[F:32])[CH:26]=3)[C:16]3[C:11](=[N:12][CH:13]=[CH:14][CH:15]=3)[C:10]([NH:17]C(=O)OC(C)(C)C)=[N:9]2)[CH:5]=[CH:6][CH:7]=1.[CH:35]1([CH2:39]O)[CH2:38][CH2:37][CH2:36]1. No catalyst specified. The product is [CH:35]1([CH2:39][O:1][C:2]2[CH:3]=[C:4]([C:8]3([C:25]4[CH:30]=[CH:29][N:28]=[C:27]([C:31]([F:33])([F:32])[F:34])[CH:26]=4)[C:16]4[C:11](=[N:12][CH:13]=[CH:14][CH:15]=4)[C:10]([NH2:17])=[N:9]3)[CH:5]=[CH:6][CH:7]=2)[CH2:38][CH2:37][CH2:36]1. The yield is 0.120. (3) The reactants are [F:1][C:2]1[C:11]2[C:6](=[CH:7][CH:8]=[CH:9][CH:10]=2)[C:5]([C:12]([OH:14])=O)=[CH:4][CH:3]=1.C(Cl)(=O)C(Cl)=O.Cl.[F:22][C:23]1[CH:28]=[CH:27][C:26]([CH:29]([OH:43])[CH:30]([NH2:42])[CH2:31][C:32]2[CH:37]=[CH:36][C:35]([C:38]([F:41])([F:40])[F:39])=[CH:34][CH:33]=2)=[CH:25][CH:24]=1.C(=O)([O-])O.[Na+]. The catalyst is O1CCCC1.C(OCC)(=O)C.O.CN(C)C=O. The product is [F:1][C:2]1[C:11]2[C:6](=[CH:7][CH:8]=[CH:9][CH:10]=2)[C:5]([C:12]([NH:42][CH:30]([CH2:31][C:32]2[CH:37]=[CH:36][C:35]([C:38]([F:41])([F:39])[F:40])=[CH:34][CH:33]=2)[CH:29]([C:26]2[CH:27]=[CH:28][C:23]([F:22])=[CH:24][CH:25]=2)[OH:43])=[O:14])=[CH:4][CH:3]=1. The yield is 0.770.